From a dataset of Forward reaction prediction with 1.9M reactions from USPTO patents (1976-2016). Predict the product of the given reaction. Given the reactants C(O/[CH:4]=[CH:5]/[C:6](=O)[C:7]([F:10])([F:9])[F:8])C.S(=O)(=O)(O)O.[CH3:17][NH:18][NH2:19].C(N(CC)CC)C, predict the reaction product. The product is: [CH3:17][N:18]1[CH:4]=[CH:5][C:6]([C:7]([F:10])([F:9])[F:8])=[N:19]1.